This data is from Forward reaction prediction with 1.9M reactions from USPTO patents (1976-2016). The task is: Predict the product of the given reaction. (1) Given the reactants [CH3:1][C@H:2]1[NH:7][C:6](=[O:8])[CH:5]([NH:9][C:10](=[O:16])[O:11][C:12]([CH3:15])([CH3:14])[CH3:13])[CH2:4][C@H:3]1[C:17]1[CH:22]=[CH:21][CH:20]=[CH:19][C:18]=1[CH3:23].CN1C(=O)N(C)CCC1.C(O[Li])(C)(C)C.[C:39]([CH2:43]OS(C(F)(F)F)(=O)=O)([F:42])([F:41])[F:40], predict the reaction product. The product is: [CH3:1][C@H:2]1[N:7]([CH2:43][C:39]([F:42])([F:41])[F:40])[C:6](=[O:8])[CH:5]([NH:9][C:10](=[O:16])[O:11][C:12]([CH3:15])([CH3:13])[CH3:14])[CH2:4][C@H:3]1[C:17]1[CH:22]=[CH:21][CH:20]=[CH:19][C:18]=1[CH3:23]. (2) Given the reactants [Br:1][C:2]1[CH:11]=[C:10]2[C:5]([C:6](=[O:24])[N:7]([NH:12]C3C=C(C=CC=3SCC)C#N)[CH:8]=[N:9]2)=[CH:4][C:3]=1[O:25][C:26]([F:29])([F:28])[F:27].[CH2:30]([S:32]([C:35]1[CH:42]=[CH:41][C:38]([C:39]#[N:40])=[CH:37][C:36]=1C)(=[O:34])=[O:33])[CH3:31], predict the reaction product. The product is: [Br:1][C:2]1[CH:11]=[C:10]2[C:5]([C:6](=[O:24])[N:7]([NH:12][C:36]3[CH:37]=[C:38]([CH:41]=[CH:42][C:35]=3[S:32]([CH2:30][CH3:31])(=[O:33])=[O:34])[C:39]#[N:40])[CH:8]=[N:9]2)=[CH:4][C:3]=1[O:25][C:26]([F:28])([F:27])[F:29]. (3) Given the reactants CC1C=C2N=C3C(=NC(NC3=O)=O)N(C[C@H](O)[C@H](O)[C@H](O)CO)C2=CC=1C.[F:28][C:29]1[CH:56]=[CH:55][CH:54]=[C:53]([F:57])[C:30]=1[C:31]([NH:33][C:34]1[CH:38]=[CH:37][N:36]([CH2:39][C:40]2[CH:45]=[C:44]([N+:46]([O-])=O)[CH:43]=[CH:42][C:41]=2[C:49]([F:52])([F:51])[F:50])[N:35]=1)=[O:32], predict the reaction product. The product is: [NH2:46][C:44]1[CH:43]=[CH:42][C:41]([C:49]([F:51])([F:52])[F:50])=[C:40]([CH2:39][N:36]2[CH:37]=[CH:38][C:34]([NH:33][C:31](=[O:32])[C:30]3[C:29]([F:28])=[CH:56][CH:55]=[CH:54][C:53]=3[F:57])=[N:35]2)[CH:45]=1. (4) Given the reactants [OH:1][CH2:2][CH:3]1[CH2:6][CH:5]([C:7]#[N:8])[CH2:4]1.[H-].[Na+].[CH3:11][O:12][C:13]1[CH:20]=[CH:19][C:16]([CH2:17]Cl)=[CH:15][CH:14]=1, predict the reaction product. The product is: [CH3:11][O:12][C:13]1[CH:20]=[CH:19][C:16]([CH2:17][O:1][CH2:2][CH:3]2[CH2:6][CH:5]([C:7]#[N:8])[CH2:4]2)=[CH:15][CH:14]=1. (5) Given the reactants [CH3:1][O:2][C:3]1[C:11]([CH:12]=O)=[CH:10][C:6]2=[N:7][O:8][N:9]=[C:5]2[CH:4]=1.C(O)(=O)[CH2:15][C:16]([OH:18])=[O:17].N1CCCCC1.N1C=CC=CC=1, predict the reaction product. The product is: [CH3:1][O:2][C:3]1[C:11](/[CH:12]=[CH:15]/[C:16]([OH:18])=[O:17])=[CH:10][C:6]2=[N:7][O:8][N:9]=[C:5]2[CH:4]=1. (6) Given the reactants [F:1][C:2]1[CH:27]=[C:26]([F:28])[CH:25]=[CH:24][C:3]=1[CH2:4][N:5]([CH2:16][C:17]1[CH:22]=[CH:21][C:20]([OH:23])=[CH:19][CH:18]=1)[C:6]1[CH:11]=[CH:10][CH:9]=[C:8]([N+:12]([O-:14])=[O:13])[C:7]=1[CH3:15].[CH:29]1C=CC(P(C2C=CC=CC=2)C2C=CC=CC=2)=C[CH:30]=1.C(O)C, predict the reaction product. The product is: [F:1][C:2]1[CH:27]=[C:26]([F:28])[CH:25]=[CH:24][C:3]=1[CH2:4][N:5]([CH2:16][C:17]1[CH:22]=[CH:21][C:20]([O:23][CH2:29][CH3:30])=[CH:19][CH:18]=1)[C:6]1[CH:11]=[CH:10][CH:9]=[C:8]([N+:12]([O-:14])=[O:13])[C:7]=1[CH3:15]. (7) Given the reactants [Cl:1][C:2]1[CH:3]=[CH:4][C:5]2[NH:10][CH2:9][C@H:8]([CH2:11][CH2:12][CH2:13]O)[NH:7][C:6]=2[N:15]=1.Br.C([O-])(O)=O.[Na+], predict the reaction product. The product is: [Cl:1][C:2]1[CH:3]=[CH:4][C:5]2[N:10]3[CH2:9][C@H:8]([CH2:11][CH2:12][CH2:13]3)[NH:7][C:6]=2[N:15]=1.